Dataset: Catalyst prediction with 721,799 reactions and 888 catalyst types from USPTO. Task: Predict which catalyst facilitates the given reaction. Reactant: [C:1]1([CH:7]2[N:21]3[C:22]4[C:14]([C:15]5[C:20]3=[CH:19][CH:18]=[CH:17][C:16]=5[OH:23])=[CH:13][CH:12]=[CH:11][C:10]=4[O:9][CH2:8]2)[CH:6]=[CH:5][CH:4]=[CH:3][CH:2]=1.Br[CH2:25][CH2:26][CH2:27][Cl:28].C(=O)([O-])[O-].[K+].[K+]. Product: [C:1]1([CH:7]2[N:21]3[C:22]4[C:14]([C:15]5[C:16]([O:23][CH2:25][CH2:26][CH2:27][Cl:28])=[CH:17][CH:18]=[CH:19][C:20]=53)=[CH:13][CH:12]=[CH:11][C:10]=4[O:9][CH2:8]2)[CH:2]=[CH:3][CH:4]=[CH:5][CH:6]=1. The catalyst class is: 3.